This data is from NCI-60 drug combinations with 297,098 pairs across 59 cell lines. The task is: Regression. Given two drug SMILES strings and cell line genomic features, predict the synergy score measuring deviation from expected non-interaction effect. Drug 1: CC12CCC(CC1=CCC3C2CCC4(C3CC=C4C5=CN=CC=C5)C)O. Drug 2: CCCS(=O)(=O)NC1=C(C(=C(C=C1)F)C(=O)C2=CNC3=C2C=C(C=N3)C4=CC=C(C=C4)Cl)F. Cell line: BT-549. Synergy scores: CSS=-1.93, Synergy_ZIP=0.983, Synergy_Bliss=2.39, Synergy_Loewe=-0.454, Synergy_HSA=0.329.